This data is from NCI-60 drug combinations with 297,098 pairs across 59 cell lines. The task is: Regression. Given two drug SMILES strings and cell line genomic features, predict the synergy score measuring deviation from expected non-interaction effect. Drug 1: C1CCC(CC1)NC(=O)N(CCCl)N=O. Drug 2: C1=CC(=CC=C1C#N)C(C2=CC=C(C=C2)C#N)N3C=NC=N3. Cell line: LOX IMVI. Synergy scores: CSS=35.7, Synergy_ZIP=-11.9, Synergy_Bliss=-4.59, Synergy_Loewe=-3.06, Synergy_HSA=-2.03.